This data is from Forward reaction prediction with 1.9M reactions from USPTO patents (1976-2016). The task is: Predict the product of the given reaction. (1) Given the reactants Br[C:2]1[C:3]([CH3:11])=[C:4]([CH3:10])[C:5](=[O:9])[N:6]([CH3:8])[CH:7]=1.[CH3:12][S:13]([NH:16][C:17]1[CH:18]=[C:19](B(O)O)[CH:20]=[CH:21][CH:22]=1)(=[O:15])=[O:14], predict the reaction product. The product is: [CH3:8][N:6]1[C:5](=[O:9])[C:4]([CH3:10])=[C:3]([CH3:11])[C:2]([C:21]2[CH:22]=[C:17]([NH:16][S:13]([CH3:12])(=[O:14])=[O:15])[CH:18]=[CH:19][CH:20]=2)=[CH:7]1. (2) Given the reactants Br.[Cl:2][C:3]1[CH:36]=[CH:35][C:6]([CH2:7][CH:8]2[N:13]3[C:14](=[O:30])[CH:15]([NH2:29])[CH2:16][N:17]([S:18]([C:21]4[CH:26]=[CH:25][C:24]([Cl:27])=[CH:23][C:22]=4[Cl:28])(=[O:20])=[O:19])[CH:12]3[CH2:11][N:10]([CH:31]([CH3:33])[CH3:32])[C:9]2=[O:34])=[CH:5][CH:4]=1.[CH2:37](O)[CH2:38][CH2:39]C.C(=O)([O-])[O-].[K+].[K+].BrCCCBr, predict the reaction product. The product is: [N:29]1([CH:15]2[C:14](=[O:30])[N:13]3[CH:8]([CH2:7][C:6]4[CH:35]=[CH:36][C:3]([Cl:2])=[CH:4][CH:5]=4)[C:9](=[O:34])[N:10]([CH:31]([CH3:33])[CH3:32])[CH2:11][CH:12]3[N:17]([S:18]([C:21]3[CH:26]=[CH:25][C:24]([Cl:27])=[CH:23][C:22]=3[Cl:28])(=[O:20])=[O:19])[CH2:16]2)[CH2:39][CH2:38][CH2:37]1. (3) Given the reactants [CH3:1][CH2:2][CH2:3][S:4][C:5]1[N:6]=[C:7]([NH:25][C@H:26]2[C@H:28]([C:29]3[CH:30]=[CH:31][C:32]([F:36])=[C:33]([F:35])[CH:34]=3)[CH2:27]2)[C:8]2[N:13]=[N:12][N:11]([C@H:14]3[C@H:18]([OH:19])[C@H:17]([OH:20])[C@@H:16]([O:21][CH2:22][CH2:23][OH:24])[CH2:15]3)[C:9]=2[N:10]=1.C([O-])(=O)CC([O-])=O.C(=O)([O-])[O-].[Na+].[Na+], predict the reaction product. The product is: [CH3:1][CH2:2][CH2:3][S:4][C:5]1[N:6]=[C:7]([NH:25][C@H:26]2[C@H:28]([C:29]3[CH:30]=[CH:31][C:32]([F:36])=[C:33]([F:35])[CH:34]=3)[CH2:27]2)[C:8]2[N:13]=[N:12][N:11]([C@H:14]3[C@H:18]([OH:19])[C@H:17]([OH:20])[C@@H:16]([O:21][CH2:22][CH2:23][OH:24])[CH2:15]3)[C:9]=2[N:10]=1. (4) Given the reactants [F:1][C:2]1[C:3]([N+:19]([O-])=O)=[C:4]2[C:15]3[N:8]([CH:9]([CH3:16])[CH2:10][O:11][C:12]=3[C:13]=1[F:14])[C:7](=[O:17])[NH:6][C:5]2=[O:18].[H][H], predict the reaction product. The product is: [NH2:19][C:3]1[C:2]([F:1])=[C:13]([F:14])[C:12]2=[C:15]3[C:4]=1[C:5](=[O:18])[NH:6][C:7](=[O:17])[N:8]3[CH:9]([CH3:16])[CH2:10][O:11]2. (5) Given the reactants [Br:1][C:2]1[CH:3]=[C:4]([CH:6]=[CH:7][C:8]=1[O:9][CH3:10])[NH2:5].[S-:11][C:12]#[N:13].[NH4+].BrBr, predict the reaction product. The product is: [Br:1][C:2]1[C:8]([O:9][CH3:10])=[CH:7][C:6]2[S:11][C:12]([NH2:13])=[N:5][C:4]=2[CH:3]=1. (6) Given the reactants C[O:2][C:3](=[O:32])[C:4]1[CH:9]=[CH:8][CH:7]=[C:6]([CH2:10][C:11]2[CH:16]=[CH:15][CH:14]=[C:13]([CH2:17][S:18][C:19]3[CH:24]=[CH:23][C:22]([C:25](=[O:27])[CH3:26])=[C:21]([OH:28])[C:20]=3[CH2:29][CH2:30][CH3:31])[CH:12]=2)[CH:5]=1.O.[OH-].[Li+].Cl, predict the reaction product. The product is: [C:25]([C:22]1[CH:23]=[CH:24][C:19]([S:18][CH2:17][C:13]2[CH:12]=[C:11]([CH:16]=[CH:15][CH:14]=2)[CH2:10][C:6]2[CH:5]=[C:4]([CH:9]=[CH:8][CH:7]=2)[C:3]([OH:32])=[O:2])=[C:20]([CH2:29][CH2:30][CH3:31])[C:21]=1[OH:28])(=[O:27])[CH3:26]. (7) Given the reactants [CH2:1]([N:5]1[N:6]([CH3:28])[C:7]([C:24]([CH3:27])([CH3:26])[CH3:25])=[CH:8]/[C:9]/1=[N:10]\[C:11](=[O:23])[C:12]1[CH:17]=[C:16]([C:18]([F:21])([F:20])[F:19])[CH:15]=[CH:14][C:13]=1F)[CH2:2][CH2:3][CH3:4].[SH:29][CH2:30][C:31]([CH3:34])([OH:33])[CH3:32].CC(C)([O-])C.[K+].O, predict the reaction product. The product is: [CH2:1]([N:5]1[N:6]([CH3:28])[C:7]([C:24]([CH3:27])([CH3:25])[CH3:26])=[CH:8]/[C:9]/1=[N:10]\[C:11](=[O:23])[C:12]1[CH:17]=[C:16]([C:18]([F:20])([F:21])[F:19])[CH:15]=[CH:14][C:13]=1[S:29][CH2:30][C:31]([OH:33])([CH3:34])[CH3:32])[CH2:2][CH2:3][CH3:4]. (8) Given the reactants [CH3:1][S:2]([C:5]1[CH:11]=[CH:10][C:8]([NH2:9])=[C:7]([N+:12]([O-])=O)[CH:6]=1)(=[O:4])=[O:3].O.NN, predict the reaction product. The product is: [CH3:1][S:2]([C:5]1[CH:6]=[C:7]([NH2:12])[C:8]([NH2:9])=[CH:10][CH:11]=1)(=[O:3])=[O:4]. (9) Given the reactants [F:1][C:2]1[CH:7]=[CH:6][C:5]([C:8]2[CH:13]=[CH:12][C:11]([CH:14]=[O:15])=[CH:10][CH:9]=2)=[CH:4][CH:3]=1.[CH2:16]([CH:18]1[N-:22][C:21](=[O:23])[NH:20][C:19]1=[O:24])[CH3:17], predict the reaction product. The product is: [CH2:16]([C:18]1([CH:14]([C:11]2[CH:12]=[CH:13][C:8]([C:5]3[CH:4]=[CH:3][C:2]([F:1])=[CH:7][CH:6]=3)=[CH:9][CH:10]=2)[OH:15])[NH:22][C:21](=[O:23])[NH:20][C:19]1=[O:24])[CH3:17]. (10) Given the reactants [Cl:1][C:2]1[CH:3]=[N:4][CH:5]=[C:6]([Cl:20])[C:7]=1[S:8][C:9]1[S:13][C:12]([C:14]([OH:16])=O)=[CH:11][C:10]=1[N+:17]([O-:19])=[O:18].[CH3:21][N:22]([CH3:26])[CH2:23][CH2:24][NH2:25], predict the reaction product. The product is: [Cl:20][C:6]1[CH:5]=[N:4][CH:3]=[C:2]([Cl:1])[C:7]=1[S:8][C:9]1[S:13][C:12]([C:14]([NH:25][CH2:24][CH2:23][N:22]([CH3:26])[CH3:21])=[O:16])=[CH:11][C:10]=1[N+:17]([O-:19])=[O:18].